Predict the reaction yield, written as a fraction of the theoretical maximum amount of product (1.0 means a 100% yield; for example, 0.34 means a 34% yield). From a dataset of Reaction yield outcomes from USPTO patents with 853,638 reactions. (1) The reactants are CS(Cl)(=O)=O.[CH2:6]([O:13][C@@H:14]1[C@H:19](O)[C@H:18]([CH2:21][CH3:22])[CH2:17][O:16][CH2:15]1)[C:7]1[CH:12]=[CH:11][CH:10]=[CH:9][CH:8]=1.ClCCl.[N-:26]=[N+:27]=[N-:28].[Na+]. The catalyst is N1C=CC=CC=1.C(OCC)(=O)C. The product is [N:26]([C@H:19]1[C@H:18]([CH2:21][CH3:22])[CH2:17][O:16][CH2:15][C@@H:14]1[O:13][CH2:6][C:7]1[CH:12]=[CH:11][CH:10]=[CH:9][CH:8]=1)=[N+:27]=[N-:28]. The yield is 0.810. (2) The reactants are [F:1][C:2]1[C:10]([Cl:11])=[CH:9][C:8]([C:12]([F:15])([F:14])[F:13])=[CH:7][C:3]=1[C:4]([OH:6])=O.CN(C=O)C.C(Cl)(=O)C(Cl)=O.Cl.[C:28]([C:32]1[CH:50]=[CH:49][C:35]([CH2:36][NH:37][CH2:38][CH2:39][C:40]2[CH:45]=[CH:44][C:43]([Cl:46])=[C:42]([CH2:47][CH3:48])[CH:41]=2)=[CH:34][CH:33]=1)([CH3:31])([CH3:30])[CH3:29].C(N(CC)CC)C. The catalyst is C1(C)C=CC=CC=1. The product is [C:28]([C:32]1[CH:50]=[CH:49][C:35]([CH2:36][N:37]([CH2:38][CH2:39][C:40]2[CH:45]=[CH:44][C:43]([Cl:46])=[C:42]([CH2:47][CH3:48])[CH:41]=2)[C:4](=[O:6])[C:3]2[CH:7]=[C:8]([C:12]([F:15])([F:14])[F:13])[CH:9]=[C:10]([Cl:11])[C:2]=2[F:1])=[CH:34][CH:33]=1)([CH3:30])([CH3:29])[CH3:31]. The yield is 0.912. (3) The reactants are [CH3:6][CH:7]([CH2:9][AlH][CH2:6][CH:7]([CH3:9])[CH3:8])[CH3:8].[C:10]1(C)C=C[CH:13]=[CH:12][CH:11]=1.[NH4+:17].[Cl-].[C@H](O)([C:25]([O-:27])=[O:26])[C@@H](O)C([O-])=O.[Na+].[K+].CC[O:33][CH2:34]C. No catalyst specified. The product is [CH3:34][O:33][CH:10]1[CH2:11][CH2:12][CH2:13][N:17]1[C:25]([O:27][C:7]([CH3:6])([CH3:8])[CH3:9])=[O:26]. The yield is 0.920. (4) The reactants are [CH2:1]([S:8][C:9]1[N:10]=[C:11]([NH:20][C@H:21]([CH2:24][CH2:25][CH3:26])[CH2:22][OH:23])[C:12]2[S:17][C:16]([O:18]C)=[N:15][C:13]=2[N:14]=1)[C:2]1[CH:7]=[CH:6][CH:5]=[CH:4][CH:3]=1.Cl. The catalyst is O1CCOCC1. The product is [CH2:1]([S:8][C:9]1[N:10]=[C:11]([NH:20][C@@H:21]([CH2:22][OH:23])[CH2:24][CH2:25][CH3:26])[C:12]2[S:17][C:16](=[O:18])[NH:15][C:13]=2[N:14]=1)[C:2]1[CH:3]=[CH:4][CH:5]=[CH:6][CH:7]=1. The yield is 0.890. (5) The reactants are [Cl:1][C:2]1[N:11]=[C:10](Cl)[C:9]2[CH2:8][CH2:7][CH2:6][CH:5]([C:13]3[CH:18]=[CH:17][C:16]([F:19])=[CH:15][CH:14]=3)[C:4]=2[N:3]=1.[Cl-].[NH4+]. The catalyst is CC(C)=O.O.[Zn]. The product is [Cl:1][C:2]1[N:11]=[CH:10][C:9]2[CH2:8][CH2:7][CH2:6][CH:5]([C:13]3[CH:18]=[CH:17][C:16]([F:19])=[CH:15][CH:14]=3)[C:4]=2[N:3]=1. The yield is 0.197. (6) The reactants are [CH3:1][S:2]([NH:5][C:6]1[C:7]([C:28]2[CH:33]=[CH:32][CH:31]=[CH:30][CH:29]=2)=[N:8][C:9]2[C:14]([C:15]=1[C:16]([NH:18][C@H:19]([C:22]1[CH:27]=[CH:26][CH:25]=[CH:24][CH:23]=1)[CH2:20][CH3:21])=[O:17])=[CH:13][CH:12]=[CH:11][CH:10]=2)(=[O:4])=[O:3].[C:34]([O-])([O-])=O.[Cs+].[Cs+].CI. The catalyst is CN(C=O)C. The product is [CH3:34][N:5]([S:2]([CH3:1])(=[O:3])=[O:4])[C:6]1[C:7]([C:28]2[CH:29]=[CH:30][CH:31]=[CH:32][CH:33]=2)=[N:8][C:9]2[C:14]([C:15]=1[C:16]([NH:18][C@H:19]([C:22]1[CH:23]=[CH:24][CH:25]=[CH:26][CH:27]=1)[CH2:20][CH3:21])=[O:17])=[CH:13][CH:12]=[CH:11][CH:10]=2. The yield is 0.444. (7) The reactants are [NH:1]1[C:9]2[C:4](=[CH:5][CH:6]=[CH:7][CH:8]=2)[C:3](/[CH:10]=[CH:11]/[C:12]2[CH:17]=[CH:16][CH:15]=[CH:14][C:13]=2[N:18]2[CH:22]=[CH:21][C:20]([CH:23]=O)=[CH:19]2)=[N:2]1.[CH:25]1([CH2:28][NH2:29])[CH2:27][CH2:26]1.C(O)(=O)C.C(O[BH-](OC(=O)C)OC(=O)C)(=O)C.[Na+]. The catalyst is ClC(Cl)C.O. The product is [CH:25]1([CH2:28][NH:29][CH2:23][C:20]2[CH:21]=[CH:22][N:18]([C:13]3[CH:14]=[CH:15][CH:16]=[CH:17][C:12]=3/[CH:11]=[CH:10]/[C:3]3[C:4]4[C:9](=[CH:8][CH:7]=[CH:6][CH:5]=4)[NH:1][N:2]=3)[CH:19]=2)[CH2:27][CH2:26]1. The yield is 0.140. (8) The reactants are [Cl:1][C:2]1[CH:3]=[N:4][CH:5]=[C:6]([F:9])[C:7]=1I.[CH3:10][N:11]1[CH2:16][CH:15]=[C:14](B2OC(C)(C)C(C)(C)O2)[CH2:13][CH2:12]1.C([O-])([O-])=O.[Na+].[Na+]. The catalyst is COCCOC.Cl[Pd](Cl)([P](C1C=CC=CC=1)(C1C=CC=CC=1)C1C=CC=CC=1)[P](C1C=CC=CC=1)(C1C=CC=CC=1)C1C=CC=CC=1. The product is [Cl:1][C:2]1[CH:3]=[N:4][CH:5]=[C:6]([F:9])[C:7]=1[C:14]1[CH2:15][CH2:16][N:11]([CH3:10])[CH2:12][CH:13]=1. The yield is 0.860.